From a dataset of Catalyst prediction with 721,799 reactions and 888 catalyst types from USPTO. Predict which catalyst facilitates the given reaction. (1) Reactant: [O:1]1[C:10]2[C:5](=[CH:6][CH:7]=[CH:8][CH:9]=2)[C@H:4]([NH:11]C(=O)COC)[CH2:3][CH2:2]1.[ClH:17]. Product: [ClH:17].[NH2:11][C@H:4]1[C:5]2[C:10](=[CH:9][CH:8]=[CH:7][CH:6]=2)[O:1][CH2:2][CH2:3]1. The catalyst class is: 8. (2) Reactant: COCCO[AlH2-]OCCOC.[Na+].[F:13][C:14]1[CH:19]=[CH:18][C:17]([C:20]2[C:29]3[CH2:28][CH2:27][C:26](=O)[NH:25][C:24]=3[N:23]=[C:22]([CH:31]([CH3:33])[CH3:32])[C:21]=2[C:34]([O:36][CH3:37])=[O:35])=[CH:16][CH:15]=1. Product: [F:13][C:14]1[CH:19]=[CH:18][C:17]([C:20]2[C:29]3[CH2:28][CH2:27][CH2:26][NH:25][C:24]=3[N:23]=[C:22]([CH:31]([CH3:32])[CH3:33])[C:21]=2[C:34]([O:36][CH3:37])=[O:35])=[CH:16][CH:15]=1. The catalyst class is: 247. (3) Reactant: [F:1][C:2]1[CH:7]=[CH:6][C:5]([S:8]([N:11]2[CH2:16][C:15]([CH3:18])([CH3:17])[O:14][C:13]3[CH:19]=[CH:20][C:21]([NH2:23])=[CH:22][C:12]2=3)(=[O:10])=[O:9])=[CH:4][CH:3]=1.C(N(CC)C(C)C)(C)C.[F:33][C:34]1[CH:42]=[CH:41][CH:40]=[C:39]([Cl:43])[C:35]=1[C:36](Cl)=[O:37]. Product: [Cl:43][C:39]1[CH:40]=[CH:41][CH:42]=[C:34]([F:33])[C:35]=1[C:36]([NH:23][C:21]1[CH:20]=[CH:19][C:13]2[O:14][C:15]([CH3:17])([CH3:18])[CH2:16][N:11]([S:8]([C:5]3[CH:6]=[CH:7][C:2]([F:1])=[CH:3][CH:4]=3)(=[O:9])=[O:10])[C:12]=2[CH:22]=1)=[O:37]. The catalyst class is: 54. (4) Reactant: [C:1]1([C:28]2[CH:33]=[CH:32][CH:31]=[CH:30][CH:29]=2)[CH:6]=[CH:5][C:4]([C:7]([N:9]2[CH2:14][CH2:13][CH:12]([C:15]3[NH:19][C:18]4[CH:20]=[CH:21][C:22]([C:24]([O:26]C)=[O:25])=[CH:23][C:17]=4[N:16]=3)[CH2:11][CH2:10]2)=[O:8])=[CH:3][CH:2]=1.Cl. Product: [C:1]1([C:28]2[CH:29]=[CH:30][CH:31]=[CH:32][CH:33]=2)[CH:2]=[CH:3][C:4]([C:7]([N:9]2[CH2:10][CH2:11][CH:12]([C:15]3[NH:19][C:18]4[CH:20]=[CH:21][C:22]([C:24]([OH:26])=[O:25])=[CH:23][C:17]=4[N:16]=3)[CH2:13][CH2:14]2)=[O:8])=[CH:5][CH:6]=1. The catalyst class is: 1. (5) Reactant: [F:1][C:2]1[CH:7]=[CH:6][C:5]([C:8]2[N:9]=[C:10]3[CH2:15][CH2:14][CH2:13][CH2:12][N:11]3[C:16]=2[C:17]2[CH:18]=[CH:19][C:20]3[N:21]([CH:23]=[C:24]([NH:26]C(=O)C)[N:25]=3)[N:22]=2)=[CH:4][CH:3]=1.Cl.O1CCOCC1. Product: [F:1][C:2]1[CH:3]=[CH:4][C:5]([C:8]2[N:9]=[C:10]3[CH2:15][CH2:14][CH2:13][CH2:12][N:11]3[C:16]=2[C:17]2[CH:18]=[CH:19][C:20]3[N:21]([CH:23]=[C:24]([NH2:26])[N:25]=3)[N:22]=2)=[CH:6][CH:7]=1. The catalyst class is: 5. (6) Reactant: [NH2:1][CH2:2][C@@H:3]1[C@H:8]([CH3:9])[CH2:7][CH2:6][CH2:5][N:4]1[C:10]([C:12]1[N:13]=[C:14]([CH3:24])[S:15][C:16]=1[C:17]1[CH:22]=[CH:21][C:20]([F:23])=[CH:19][CH:18]=1)=[O:11].[Br:25][C:26]1[CH:27]=[N:28][C:29](Cl)=[N:30][CH:31]=1.CCN(C(C)C)C(C)C. Product: [Br:25][C:26]1[CH:27]=[N:28][C:29]([NH:1][CH2:2][C@@H:3]2[C@H:8]([CH3:9])[CH2:7][CH2:6][CH2:5][N:4]2[C:10]([C:12]2[N:13]=[C:14]([CH3:24])[S:15][C:16]=2[C:17]2[CH:18]=[CH:19][C:20]([F:23])=[CH:21][CH:22]=2)=[O:11])=[N:30][CH:31]=1. The catalyst class is: 32. (7) Reactant: [CH3:1][O:2][C:3]1[C:8]([O:9][CH3:10])=[CH:7][C:6]([CH2:11][C:12]#[N:13])=[C:5]([N+:14]([O-])=O)[CH:4]=1.[Sn](Cl)(Cl)(Cl)Cl. Product: [CH3:10][O:9][C:8]1[CH:7]=[C:6]2[C:5](=[CH:4][C:3]=1[O:2][CH3:1])[N:14]=[C:12]([NH2:13])[CH2:11]2. The catalyst class is: 8. (8) Reactant: CN1CCOCC1.[Cl:8][C:9]1[CH:14]=[CH:13][C:12]([CH:15]2[CH2:20][CH2:19][CH:18]([C:21]([OH:23])=O)[CH2:17][CH2:16]2)=[CH:11][CH:10]=1.CC1(C)[C@H]2CC[C@]1(CS(O)(=O)=O)C(=O)C2.[NH:39]1[CH2:43][CH2:42][C@@:41]2([C:47]3[CH:48]=[CH:49][CH:50]=[CH:51][C:46]=3[C:45](=[O:52])[O:44]2)[CH2:40]1.F[P-](F)(F)(F)(F)F.N1(O[P+](N(C)C)(N(C)C)N(C)C)C2C=CC=CC=2N=N1.[C:80]([OH:86])([C:82]([F:85])([F:84])[F:83])=[O:81]. Product: [C:80]([OH:86])([C:82]([F:85])([F:84])[F:83])=[O:81].[Cl:8][C:9]1[CH:10]=[CH:11][C:12]([CH:15]2[CH2:16][CH2:17][CH:18]([C:21]([N:39]3[CH2:43][CH2:42][C@@:41]4([C:47]5[CH:48]=[CH:49][CH:50]=[CH:51][C:46]=5[C:45](=[O:52])[O:44]4)[CH2:40]3)=[O:23])[CH2:19][CH2:20]2)=[CH:13][CH:14]=1. The catalyst class is: 405.